This data is from Reaction yield outcomes from USPTO patents with 853,638 reactions. The task is: Predict the reaction yield, written as a fraction of the theoretical maximum amount of product (1.0 means a 100% yield; for example, 0.34 means a 34% yield). (1) The reactants are [F:1][C:2]1[CH:7]=[CH:6][C:5]([S:8]([NH:11][CH2:12][C:13]2[CH:21]=[CH:20][C:16]([C:17]([OH:19])=O)=[CH:15][CH:14]=2)(=[O:10])=[O:9])=[CH:4][CH:3]=1.C(Cl)(=O)C(Cl)=O.[NH2:28][C:29]1[CH:34]=[CH:33][N:32]=[CH:31][CH:30]=1. No catalyst specified. The product is [F:1][C:2]1[CH:3]=[CH:4][C:5]([S:8]([NH:11][CH2:12][C:13]2[CH:14]=[CH:15][C:16]([C:17]([NH:28][C:29]3[CH:34]=[CH:33][N:32]=[CH:31][CH:30]=3)=[O:19])=[CH:20][CH:21]=2)(=[O:9])=[O:10])=[CH:6][CH:7]=1. The yield is 0.390. (2) The reactants are [C:1]([O:4][C@H:5]([CH3:33])[CH2:6][CH2:7][CH2:8][CH2:9][N:10]1[C:19](=[O:20])[C:18]2[N:17]([CH2:21][CH2:22]NC(OC(C)(C)C)=O)[C:16](Br)=[N:15][C:14]=2[N:13]([CH3:32])[C:11]1=[O:12])(=[O:3])[CH3:2].FC(F)(F)C(O)=O.ClCCl.C(=O)([O-])[O-].[K+].[K+].[C:50](#[N:52])C. No catalyst specified. The product is [C:1]([O:4][C@H:5]([CH3:33])[CH2:6][CH2:7][CH2:8][CH2:9][N:10]1[C:19](=[O:20])[C:18]2[N:17]3[CH2:21][CH2:22][CH2:50][NH:52][C:16]3=[N:15][C:14]=2[N:13]([CH3:32])[C:11]1=[O:12])(=[O:3])[CH3:2]. The yield is 0.880. (3) The yield is 0.620. The product is [F:36][C:33]([F:34])([F:35])[C:30]1[NH:31][C:32]2[C:24]([N:18]3[CH2:19][CH2:20][N:21]([CH2:16][CH2:15][CH2:14][CH2:13][O:12][C:8]4[N:9]=[C:10]5[C:5]([CH:4]=[CH:3][C:2](=[O:1])[NH:11]5)=[CH:6][CH:7]=4)[CH2:22][CH2:23]3)=[CH:25][CH:26]=[CH:27][C:28]=2[N:29]=1. The reactants are [O:1]=[C:2]1[NH:11][C:10]2[N:9]=[C:8]([O:12][CH2:13][CH2:14][CH2:15][CH:16]=O)[CH:7]=[CH:6][C:5]=2[CH:4]=[CH:3]1.[N:18]1([C:24]2[C:32]3[N:31]=[C:30]([C:33]([F:36])([F:35])[F:34])[NH:29][C:28]=3[CH:27]=[CH:26][CH:25]=2)[CH2:23][CH2:22][NH:21][CH2:20][CH2:19]1.[BH-](OC(C)=O)(OC(C)=O)OC(C)=O.[Na+]. The catalyst is ClC(Cl)C.CCOC(C)=O. (4) The reactants are [CH2:1]([O:8][C:9]1[C:10]([NH:15][C:16]([NH2:18])=[S:17])=[N:11][CH:12]=[CH:13][CH:14]=1)[C:2]1[CH:7]=[CH:6][CH:5]=[CH:4][CH:3]=1.Cl[CH2:20][C:21](=O)[CH2:22][C:23]([O:25][CH3:26])=[O:24].C(N(CC)CC)C. The catalyst is CO. The product is [CH2:1]([O:8][C:9]1[C:10]([NH:15][C:16]2[S:17][CH:20]=[C:21]([CH2:22][C:23]([O:25][CH3:26])=[O:24])[N:18]=2)=[N:11][CH:12]=[CH:13][CH:14]=1)[C:2]1[CH:3]=[CH:4][CH:5]=[CH:6][CH:7]=1. The yield is 0.330. (5) The catalyst is C(O)(C(F)(F)F)=O. The reactants are C([O:8][C:9]1[C:14]([CH2:15][N:16]2[CH2:25][CH2:24][C:23]3[C:18](=[C:19]([Cl:49])[C:20]([O:45][CH:46]([CH3:48])[CH3:47])=[CH:21][C:22]=3[C:26]3[CH:27]=[CH:28][C:29]([N:32]4[CH2:37][CH2:36][N:35](C(OC(C)(C)C)=O)[CH2:34][CH2:33]4)=[N:30][CH:31]=3)[C:17]2=[O:50])=[C:13]([CH3:51])[CH:12]=[C:11]([CH3:52])[N:10]=1)C1C=CC=CC=1. The yield is 0.150. The product is [Cl:49][C:19]1[C:20]([O:45][CH:46]([CH3:48])[CH3:47])=[CH:21][C:22]([C:26]2[CH:31]=[N:30][C:29]([N:32]3[CH2:37][CH2:36][NH:35][CH2:34][CH2:33]3)=[CH:28][CH:27]=2)=[C:23]2[C:18]=1[C:17](=[O:50])[N:16]([CH2:15][C:14]1[C:9](=[O:8])[NH:10][C:11]([CH3:52])=[CH:12][C:13]=1[CH3:51])[CH2:25][CH2:24]2. (6) The product is [CH:1]1([NH:4][C:5]2[N:10]3[N:11]=[CH:12][C:13](/[CH:14]=[C:27]4\[NH:21][C:22](=[O:23])[NH:24][C:25]\4=[O:26])=[C:9]3[N:8]=[C:7]([NH:16][C:17](=[O:20])[O:18][CH3:19])[CH:6]=2)[CH2:3][CH2:2]1. The catalyst is C(O)C. The reactants are [CH:1]1([NH:4][C:5]2[N:10]3[N:11]=[CH:12][C:13]([CH:14]=O)=[C:9]3[N:8]=[C:7]([NH:16][C:17](=[O:20])[O:18][CH3:19])[CH:6]=2)[CH2:3][CH2:2]1.[NH:21]1[CH2:27][C:25](=[O:26])[NH:24][C:22]1=[O:23].N1CCCCC1. The yield is 0.400.